From a dataset of Catalyst prediction with 721,799 reactions and 888 catalyst types from USPTO. Predict which catalyst facilitates the given reaction. (1) The catalyst class is: 2. Reactant: [Br:1][C:2]1[C:11]2[C:6](=[CH:7][CH:8]=[CH:9][CH:10]=2)[N:5]=[C:4]([C:12]([NH:14][C@H:15]2[CH2:20][CH2:19][CH2:18][CH2:17][C@@H:16]2[OH:21])=[O:13])[CH:3]=1.ClC1C=CC=C(C(OO)=[O:30])C=1. Product: [Br:1][C:2]1[C:11]2[C:6](=[CH:7][CH:8]=[CH:9][CH:10]=2)[N:5]=[C:4]([C:12]([NH:14][C@H:15]2[CH2:20][CH2:19][CH2:18][CH2:17][C@@H:16]2[OH:21])=[O:13])[CH:3]=1.[Br:1][C:2]1[CH:3]=[C:4]([C:12]([NH:14][C@H:15]2[CH2:20][CH2:19][CH2:18][CH2:17][C@@H:16]2[OH:21])=[O:13])[N+:5]([O-:30])=[C:6]2[C:11]=1[CH:10]=[CH:9][CH:8]=[CH:7]2. (2) Reactant: C([O:5][C:6](=[O:28])[CH2:7][NH:8][C:9]1[CH:14]=[CH:13][C:12]([C:15]#[N:16])=[CH:11][C:10]=1[NH:17][C:18](=O)[CH2:19][O:20][C:21]1[CH:26]=[CH:25][CH:24]=[CH:23][CH:22]=1)(C)(C)C. Product: [C:15]([C:12]1[CH:13]=[CH:14][C:9]2[N:8]([CH2:7][C:6]([OH:5])=[O:28])[C:18]([CH2:19][O:20][C:21]3[CH:26]=[CH:25][CH:24]=[CH:23][CH:22]=3)=[N:17][C:10]=2[CH:11]=1)#[N:16]. The catalyst class is: 15. (3) The catalyst class is: 2. Reactant: [CH3:1][C:2]1[CH:3]=[C:4]([N:19]2[CH:23]=[C:22]([C:24](O)([CH3:26])[CH3:25])[N:21]=[CH:20]2)[CH:5]=[C:6]([NH:8][C:9]2[N:14]=[C:13]([C:15]([F:18])([F:17])[F:16])[CH:12]=[CH:11][N:10]=2)[CH:7]=1.C(N(CC)CC)C.CS(Cl)(=O)=O.[Cl-].[NH4+]. Product: [CH3:1][C:2]1[CH:7]=[C:6]([NH:8][C:9]2[N:14]=[C:13]([C:15]([F:16])([F:17])[F:18])[CH:12]=[CH:11][N:10]=2)[CH:5]=[C:4]([N:19]2[CH:23]=[C:22]([C:24]([CH3:26])=[CH2:25])[N:21]=[CH:20]2)[CH:3]=1. (4) Reactant: [S:1]1[CH:5]=[CH:4][N:3]=[C:2]1[C:6]1[CH:7]=[CH:8][C:9]2[O:13][C:12]3[CH:14]=[C:15]([S:18]([NH:21][CH2:22][C:23]([O:25]C)=[O:24])(=[O:20])=[O:19])[CH:16]=[CH:17][C:11]=3[C:10]=2[CH:27]=1.[OH-].[Li+]. Product: [S:1]1[CH:5]=[CH:4][N:3]=[C:2]1[C:6]1[CH:7]=[CH:8][C:9]2[O:13][C:12]3[CH:14]=[C:15]([S:18]([NH:21][CH2:22][C:23]([OH:25])=[O:24])(=[O:19])=[O:20])[CH:16]=[CH:17][C:11]=3[C:10]=2[CH:27]=1. The catalyst class is: 20. (5) Reactant: [Si]([O:8][C@@H:9]1[C@@:26]2([CH3:27])[C:13](=[CH:14][CH:15]=[C:16]3[C@@H:25]2[CH2:24][CH2:23][C@@:21]2([CH3:22])[C@H:17]3[CH2:18][CH2:19][C@@H:20]2[CH2:28][O:29][CH2:30][CH2:31][C:32]([OH:35])([CH3:34])[CH3:33])[CH2:12][C@@H:11]([O:36][Si](C(C)(C)C)(C)C)[CH2:10]1)(C(C)(C)C)(C)C.O1CCCC1.[F-].C([N+](CCCC)(CCCC)CCCC)CCC. Product: [OH:8][C@@H:9]1[C@@:26]2([CH3:27])[C:13](=[CH:14][CH:15]=[C:16]3[C@@H:25]2[CH2:24][CH2:23][C@@:21]2([CH3:22])[C@H:17]3[CH2:18][CH2:19][C@@H:20]2[CH2:28][O:29][CH2:30][CH2:31][C:32]([OH:35])([CH3:34])[CH3:33])[CH2:12][C@@H:11]([OH:36])[CH2:10]1. The catalyst class is: 13. (6) Reactant: [CH2:1]([N:8]1[CH2:13][N:12](CC2C=CC(OC)=CC=2OC)[CH2:11][N:10]([C:25]2[CH:26]=[N:27][N:28]([CH2:30][C:31]3[C:32]([CH3:37])=[N:33][O:34][C:35]=3[CH3:36])[CH:29]=2)[C:9]1=[O:38])[C:2]1[CH:7]=[CH:6][CH:5]=[CH:4][CH:3]=1.C1(OC)C=CC=CC=1.FC(F)(F)C(O)=O.ClCCl. Product: [CH2:1]([N:8]1[CH2:13][NH:12][CH2:11][N:10]([C:25]2[CH:26]=[N:27][N:28]([CH2:30][C:31]3[C:32]([CH3:37])=[N:33][O:34][C:35]=3[CH3:36])[CH:29]=2)[C:9]1=[O:38])[C:2]1[CH:3]=[CH:4][CH:5]=[CH:6][CH:7]=1. The catalyst class is: 4.